From a dataset of Full USPTO retrosynthesis dataset with 1.9M reactions from patents (1976-2016). Predict the reactants needed to synthesize the given product. (1) Given the product [CH3:15][C:14]1[C:3]2[C:4](=[N:5][C:6]3[C:11]([CH:2]=2)=[CH:10][CH:9]=[CH:8][CH:7]=3)[N:12]([C:16]2[CH:21]=[CH:20][CH:19]=[CH:18][N:17]=2)[N:13]=1, predict the reactants needed to synthesize it. The reactants are: Cl[C:2]1[C:11]2[C:6](=[CH:7][CH:8]=[CH:9][CH:10]=2)[N:5]=[C:4]2[N:12]([C:16]3[CH:21]=[CH:20][CH:19]=[CH:18][N:17]=3)[N:13]=[C:14]([CH3:15])[C:3]=12. (2) Given the product [C:16]1([NH:15][C:8](=[O:11])[CH2:7][CH2:6][C:5]#[CH:4])[CH:21]=[CH:20][CH:19]=[CH:18][CH:17]=1, predict the reactants needed to synthesize it. The reactants are: BrC1C=C2[C:5]([CH2:6][CH2:7][C:8]2=[O:11])=[C:4](C(O)=O)C=1.[NH2:15][C:16]1[CH:21]=[CH:20][CH:19]=[CH:18][CH:17]=1.NCC(OC(C)(C)C)=O. (3) Given the product [CH3:1][C:2]1[C:7]([CH3:8])=[CH:6][C:5]([CH3:9])=[CH:4][N+:3]=1[O-:12], predict the reactants needed to synthesize it. The reactants are: [CH3:1][C:2]1[C:7]([CH3:8])=[CH:6][C:5]([CH3:9])=[CH:4][N:3]=1.C(O)(=[O:12])C.O.OO.S([O-])([O-])=O.[Na+].[Na+].C(=O)([O-])[O-].[Na+].[Na+]. (4) The reactants are: [S:1]1([C:12]2[C:7](=[CH:8][CH:9]=[CH:10][CH:11]=2)[C:5](=[O:6])[NH:4]1)(=[O:3])=[O:2].[NH2:13][C:14]1[N:19]=[C:18]([CH3:20])[C:17]([CH2:21][C:22]2[CH:27]=[CH:26][C:25]([CH2:28][C:29]([O:31][CH2:32][CH2:33][CH2:34][CH2:35][N:36]([CH3:38])[CH3:37])=[O:30])=[CH:24][CH:23]=2)=[C:16]([NH:39][CH2:40][CH2:41][CH2:42][CH2:43][CH3:44])[N:15]=1. Given the product [S:1]1([C:12]2[C:7](=[CH:8][CH:9]=[CH:10][CH:11]=2)[C:5](=[O:6])[NH:4]1)(=[O:2])=[O:3].[S:1]1([C:12]2[C:7](=[CH:8][CH:9]=[CH:10][CH:11]=2)[C:5](=[O:6])[NH:4]1)(=[O:2])=[O:3].[NH2:13][C:14]1[N:19]=[C:18]([CH3:20])[C:17]([CH2:21][C:22]2[CH:23]=[CH:24][C:25]([CH2:28][C:29]([O:31][CH2:32][CH2:33][CH2:34][CH2:35][N:36]([CH3:37])[CH3:38])=[O:30])=[CH:26][CH:27]=2)=[C:16]([NH:39][CH2:40][CH2:41][CH2:42][CH2:43][CH3:44])[N:15]=1, predict the reactants needed to synthesize it. (5) Given the product [C:1]([O-:20])(=[O:19])[CH2:2][CH2:3][CH2:4][CH2:5][CH2:6][CH2:7][CH2:8][CH2:9][CH2:10][CH2:11][CH2:12][CH2:13][CH2:14][CH2:15][CH2:16][CH2:17][CH3:18].[Na+:21].[Si:22]([O-:26])([O-:25])([O-:24])[O-:23].[Ca+2:27].[Ca+2:27], predict the reactants needed to synthesize it. The reactants are: [C:1]([O-:20])(=[O:19])[CH2:2][CH2:3][CH2:4][CH2:5][CH2:6][CH2:7][CH2:8][CH2:9][CH2:10][CH2:11][CH2:12][CH2:13][CH2:14][CH2:15][CH2:16][CH2:17][CH3:18].[Na+:21].[Si:22]([O-:26])([O-:25])([O-:24])[O-:23].[Ca+2:27].[Ca+2].